Dataset: Reaction yield outcomes from USPTO patents with 853,638 reactions. Task: Predict the reaction yield, written as a fraction of the theoretical maximum amount of product (1.0 means a 100% yield; for example, 0.34 means a 34% yield). (1) The reactants are [CH3:1][O:2][CH2:3][CH2:4][NH2:5].[Br:6][C:7]1[CH:8]=[CH:9][C:10]2[N:14]=[C:13](C(Cl)(Cl)Cl)[N:12]([C:19]3[CH:24]=[CH:23][N:22]=[C:21]([NH2:25])[N:20]=3)[C:11]=2[CH:26]=1. No catalyst specified. The product is [NH2:25][C:21]1[N:20]=[C:19]([N:12]2[C:11]3[CH:26]=[C:7]([Br:6])[CH:8]=[CH:9][C:10]=3[N:14]=[C:13]2[NH:5][CH2:4][CH2:3][O:2][CH3:1])[CH:24]=[CH:23][N:22]=1. The yield is 0.450. (2) The reactants are Cl[CH2:2][CH2:3][CH2:4][S:5]([N:8]1[CH2:13][CH2:12][CH:11]([C:14]2[C:22]3[C:17](=[C:18]([C:29]([NH2:31])=[O:30])[CH:19]=[C:20]([C:23]4[CH:28]=[CH:27][CH:26]=[CH:25][CH:24]=4)[CH:21]=3)[NH:16][N:15]=2)[CH2:10][CH2:9]1)(=[O:7])=[O:6].C([O-])([O-])=O.[K+].[K+].[NH:38]1[CH2:43][CH2:42][O:41][CH2:40][CH2:39]1.[I-].[Na+]. The catalyst is C(#N)C. The product is [N:38]1([CH2:2][CH2:3][CH2:4][S:5]([N:8]2[CH2:13][CH2:12][CH:11]([C:14]3[C:22]4[C:17](=[C:18]([C:29]([NH2:31])=[O:30])[CH:19]=[C:20]([C:23]5[CH:28]=[CH:27][CH:26]=[CH:25][CH:24]=5)[CH:21]=4)[NH:16][N:15]=3)[CH2:10][CH2:9]2)(=[O:7])=[O:6])[CH2:43][CH2:42][O:41][CH2:40][CH2:39]1. The yield is 0.160. (3) The reactants are Cl[C:2]1[N:10]=[C:9]2[C:5]([N:6]=[C:7]([CH2:12][CH2:13][N:14]([CH3:23])[C:15]3([CH3:22])[CH2:19][CH2:18][S:17](=[O:21])(=[O:20])[CH2:16]3)[N:8]2[CH3:11])=[C:4]([N:24]2[CH2:29][CH2:28][O:27][CH2:26][CH2:25]2)[N:3]=1.[CH2:30]([C:32]1[NH:33][C:34]2[CH:40]=[CH:39][CH:38]=[CH:37][C:35]=2[N:36]=1)[CH3:31].CC(C1C=C(C(C)C)C(C2C=CC=CC=2P(C2CCCCC2)C2CCCCC2)=C(C(C)C)C=1)C.C([O-])([O-])=O.[Cs+].[Cs+]. The catalyst is O1CCOCC1.C1C=CC(/C=C/C(/C=C/C2C=CC=CC=2)=O)=CC=1.C1C=CC(/C=C/C(/C=C/C2C=CC=CC=2)=O)=CC=1.C1C=CC(/C=C/C(/C=C/C2C=CC=CC=2)=O)=CC=1.[Pd].[Pd]. The product is [CH2:30]([C:32]1[N:33]([C:2]2[N:10]=[C:9]3[C:5]([N:6]=[C:7]([CH2:12][CH2:13][N:14]([CH3:23])[C:15]4([CH3:22])[CH2:19][CH2:18][S:17](=[O:20])(=[O:21])[CH2:16]4)[N:8]3[CH3:11])=[C:4]([N:24]3[CH2:29][CH2:28][O:27][CH2:26][CH2:25]3)[N:3]=2)[C:34]2[CH:40]=[CH:39][CH:38]=[CH:37][C:35]=2[N:36]=1)[CH3:31]. The yield is 0.550. (4) The reactants are [C:1](Cl)(=O)[C:2](Cl)=O.[CH3:7]S(C)=O.[CH3:11][O:12][C:13]1[CH:37]=[CH:36][C:16]([CH2:17][S:18][C:19]2[NH:23][CH:22]([CH2:24][CH2:25][C:26]3[CH:35]=CC=C4C=3C=CC=N4)[CH2:21][N:20]=2)=[CH:15][CH:14]=1.C([N:40]([CH2:43][CH3:44])[CH2:41][CH3:42])C. The catalyst is C(Cl)Cl.[Cl-].[Na+].O. The product is [CH3:11][O:12][C:13]1[CH:14]=[CH:15][C:16]([CH2:17][S:18][C:19]2[NH:23][C:22]([CH:24]([C:25]3[CH:26]=[CH:35][CH:42]=[C:41]4[C:1]=3[CH:2]=[CH:44][CH:43]=[N:40]4)[CH3:7])=[CH:21][N:20]=2)=[CH:36][CH:37]=1. The yield is 0.740. (5) The reactants are [OH-].[Na+].[Cl:3][C:4]1[N:9]=[C:8]([C:10]([O:12]C)=[O:11])[C:7]([CH3:14])=[CH:6][CH:5]=1.CO. The catalyst is C1COCC1. The product is [Cl:3][C:4]1[N:9]=[C:8]([C:10]([OH:12])=[O:11])[C:7]([CH3:14])=[CH:6][CH:5]=1. The yield is 0.840. (6) The reactants are [CH:1]1[C:11]2[CH:10]=[CH:9][C:8]3[CH:12]=[CH:13][CH:14]=[CH:15][C:7]=3[N:6]([CH2:16][C:17]3[CH:26]=[CH:25][C:20]([C:21](OC)=[O:22])=[CH:19][CH:18]=3)[C:5]=2[CH:4]=[CH:3][CH:2]=1.[NH2:27][OH:28].[OH-].[Na+].C1COCC1. The catalyst is CO. The product is [CH:1]1[C:11]2[CH:10]=[CH:9][C:8]3[CH:12]=[CH:13][CH:14]=[CH:15][C:7]=3[N:6]([CH2:16][C:17]3[CH:26]=[CH:25][C:20]([C:21]([NH:27][OH:28])=[O:22])=[CH:19][CH:18]=3)[C:5]=2[CH:4]=[CH:3][CH:2]=1. The yield is 0.260. (7) The reactants are FC(F)(F)C(O)=O.[CH3:8][O:9][C:10](=[O:39])[C@@H:11]([NH:14][C:15]([C:17]1[S:18][C:19]([C:26](=[O:38])[NH:27][CH2:28][C:29]2[CH:37]=[CH:36][CH:35]=[C:34]3[C:30]=2[CH:31]=[N:32][NH:33]3)=[CH:20][C:21]=1[C:22]([F:25])([F:24])[F:23])=[O:16])[CH2:12][NH2:13].C(N(CC)CC)C.CN(C(ON1N=NC2C=CC=CC1=2)=[N+](C)C)C.F[P-](F)(F)(F)(F)F.C1C=CC2N(O)N=NC=2C=1.[S:81]1[CH:85]=[CH:84][CH:83]=[C:82]1[C:86](O)=[O:87]. The catalyst is CN(C=O)C.CCOC(C)=O. The product is [CH3:8][O:9][C:10](=[O:39])[C@@H:11]([NH:14][C:15]([C:17]1[S:18][C:19]([C:26](=[O:38])[NH:27][CH2:28][C:29]2[CH:37]=[CH:36][CH:35]=[C:34]3[C:30]=2[CH:31]=[N:32][NH:33]3)=[CH:20][C:21]=1[C:22]([F:24])([F:25])[F:23])=[O:16])[CH2:12][NH:13][C:86]([C:82]1[S:81][CH:85]=[CH:84][CH:83]=1)=[O:87]. The yield is 0.490. (8) The reactants are Br[C:2]1[CH:3]=[C:4]([C:18]2[CH:23]=[C:22]([O:24][CH3:25])[C:21]([O:26][CH3:27])=[C:20]([O:28][CH3:29])[CH:19]=2)[N:5]([S:7]([C:10]2[CH:15]=[CH:14][C:13]([O:16][CH3:17])=[CH:12][CH:11]=2)(=[O:9])=[O:8])[CH:6]=1.C([Li])(C)(C)C.CN([CH:38]=[O:39])C.Cl. The catalyst is C(OCC)C.C1COCC1.C(OCC)(=O)C. The product is [CH3:17][O:16][C:13]1[CH:14]=[CH:15][C:10]([S:7]([N:5]2[CH:6]=[C:2]([CH:38]=[O:39])[CH:3]=[C:4]2[C:18]2[CH:23]=[C:22]([O:24][CH3:25])[C:21]([O:26][CH3:27])=[C:20]([O:28][CH3:29])[CH:19]=2)(=[O:9])=[O:8])=[CH:11][CH:12]=1. The yield is 0.730. (9) The reactants are N1C=CC=CC=1.[CH3:7][C:8]([C@H:10]1[C@@H:14]2[C@@H:15]3[C@@:28]([CH3:31])([CH2:29][CH2:30][C@@:13]2([C:37]([OH:39])=[O:38])[CH2:12][CH2:11]1)[C@@:27]1([CH3:32])[C@@H:18]([C@:19]2([CH3:36])[C@@H:24]([CH2:25][CH2:26]1)[C:23]([CH3:34])([CH3:33])[C@@H:22]([OH:35])[CH2:21][CH2:20]2)[CH2:17][CH2:16]3)=[CH2:9]. The catalyst is C(Cl)Cl. The product is [CH3:9][C:8]([C@H:10]1[C@@H:14]2[C@@H:15]3[C@@:28]([CH3:31])([CH2:29][CH2:30][C@@:13]2([C:37]([OH:39])=[O:38])[CH2:12][CH2:11]1)[C@@:27]1([CH3:32])[C@@H:18]([C@:19]2([CH3:36])[C@@H:24]([CH2:25][CH2:26]1)[C:23]([CH3:34])([CH3:33])[C:22](=[O:35])[CH2:21][CH2:20]2)[CH2:17][CH2:16]3)=[CH2:7]. The yield is 0.510.